From a dataset of Peptide-MHC class II binding affinity with 134,281 pairs from IEDB. Regression. Given a peptide amino acid sequence and an MHC pseudo amino acid sequence, predict their binding affinity value. This is MHC class II binding data. (1) The peptide sequence is SEQGEFKLLSEEKVP. The MHC is DRB1_0301 with pseudo-sequence DRB1_0301. The binding affinity (normalized) is 0.294. (2) The peptide sequence is LALARAQRMQTARVL. The MHC is DRB1_0405 with pseudo-sequence DRB1_0405. The binding affinity (normalized) is 0.508. (3) The peptide sequence is FGQNTGAIAAAEARY. The MHC is DRB3_0101 with pseudo-sequence DRB3_0101. The binding affinity (normalized) is 0.334. (4) The peptide sequence is LNHVRIPIGYWAVNP. The MHC is DRB1_0401 with pseudo-sequence DRB1_0401. The binding affinity (normalized) is 0.200. (5) The peptide sequence is EQCCTSICSLYQLEN. The MHC is DRB1_0101 with pseudo-sequence DRB1_0101. The binding affinity (normalized) is 0.188. (6) The peptide sequence is AAGDFWGGAGSAACQ. The MHC is DRB1_1101 with pseudo-sequence DRB1_1101. The binding affinity (normalized) is 0. (7) The MHC is DRB1_0301 with pseudo-sequence DRB1_0301. The binding affinity (normalized) is 0.512. The peptide sequence is VSATLEQDKCVTVMA. (8) The peptide sequence is SPEVIPMFSALSEGAT. The MHC is HLA-DQA10401-DQB10402 with pseudo-sequence HLA-DQA10401-DQB10402. The binding affinity (normalized) is 0.431. (9) The MHC is DRB1_0101 with pseudo-sequence DRB1_0101. The binding affinity (normalized) is 1.00. The peptide sequence is LLTWIKMLAAKNLPI.